Dataset: Forward reaction prediction with 1.9M reactions from USPTO patents (1976-2016). Task: Predict the product of the given reaction. (1) Given the reactants Br[C:2]1[CH:3]=[C:4]2[C:8](=[C:9]([CH3:11])[CH:10]=1)[C:7](=[O:12])[N:6]([CH:13]([CH3:18])[CH2:14][O:15][CH2:16][CH3:17])[CH2:5]2.[N:19]1[CH:24]=[CH:23][CH:22]=[C:21](B(O)O)[CH:20]=1.C(=O)([O-])[O-].[Cs+].[Cs+], predict the reaction product. The product is: [CH2:16]([O:15][CH2:14][CH:13]([N:6]1[CH2:5][C:4]2[C:8](=[C:9]([CH3:11])[CH:10]=[C:2]([C:21]3[CH:20]=[N:19][CH:24]=[CH:23][CH:22]=3)[CH:3]=2)[C:7]1=[O:12])[CH3:18])[CH3:17]. (2) The product is: [CH2:17]([Mg:4][Br:3])[CH3:18].[OH:20][CH:17]([C:14]1[CH:15]=[CH:16][C:11]([N:8]2[CH2:9][CH2:10][O:5][CH2:6][CH2:7]2)=[CH:12][CH:13]=1)[C:18](=[O:28])[CH2:1][CH3:2]. Given the reactants [CH2:1]([Br:3])[CH3:2].[Mg:4].[O:5]1[CH2:10][CH2:9][N:8]([C:11]2[CH:16]=[CH:15][C:14]([CH:17]([O:20][Si](C)(C)C)[C:18]#N)=[CH:13][CH:12]=2)[CH2:7][CH2:6]1.Cl.CC[O:28]CC, predict the reaction product.